The task is: Regression/Classification. Given a drug SMILES string, predict its absorption, distribution, metabolism, or excretion properties. Task type varies by dataset: regression for continuous measurements (e.g., permeability, clearance, half-life) or binary classification for categorical outcomes (e.g., BBB penetration, CYP inhibition). Dataset: cyp1a2_veith.. This data is from CYP1A2 inhibition data for predicting drug metabolism from PubChem BioAssay. (1) The compound is c1ccc2cc(-c3cc(-c4cc(-c5ccc6ccccc6c5)on4)no3)ccc2c1. The result is 1 (inhibitor). (2) The compound is CCCCOC(=O)Nc1ccc(C)c(Cl)c1. The result is 1 (inhibitor). (3) The drug is CCCCCCCCCCCCCCCC(=O)NC[C@@H](COP(=O)([O-])OCC[N+](C)(C)C)OCC. The result is 0 (non-inhibitor). (4) The drug is Clc1ccccc1-c1ccc2ncnc(NCCN3CCOCC3)c2c1. The result is 1 (inhibitor). (5) The molecule is Cc1cc(C(=O)OCC(=O)NCCC(C)C)c2ccccc2n1. The result is 1 (inhibitor).